Dataset: Reaction yield outcomes from USPTO patents with 853,638 reactions. Task: Predict the reaction yield, written as a fraction of the theoretical maximum amount of product (1.0 means a 100% yield; for example, 0.34 means a 34% yield). (1) The reactants are [CH2:1]([O:3][C:4]([C:6]1[C:7]([Cl:24])=[C:8]2[CH:14]=[CH:13][N:12](CC3C=CC(OC)=CC=3)[C:9]2=[N:10][CH:11]=1)=[O:5])[CH3:2]. The catalyst is C(O)(C(F)(F)F)=O.OS(O)(=O)=O.C1(OC)C=CC=CC=1. The product is [CH2:1]([O:3][C:4]([C:6]1[C:7]([Cl:24])=[C:8]2[CH:14]=[CH:13][NH:12][C:9]2=[N:10][CH:11]=1)=[O:5])[CH3:2]. The yield is 0.460. (2) The reactants are Cl.[Cl:2][C:3]1[C:12]2[C:7](=[CH:8][C:9]([F:14])=[C:10]([I:13])[CH:11]=2)[N:6]=[CH:5][N:4]=1.O1CCOCC1.Cl.[CH2:22]([O:29][C:30]1[CH:36]=[CH:35][C:33]([NH2:34])=[CH:32][CH:31]=1)[C:23]1[CH:28]=[CH:27][CH:26]=[CH:25][CH:24]=1. The catalyst is ClCCl. The product is [ClH:2].[CH2:22]([O:29][C:30]1[CH:31]=[CH:32][C:33]([NH:34][C:3]2[C:12]3[C:7](=[CH:8][C:9]([F:14])=[C:10]([I:13])[CH:11]=3)[N:6]=[CH:5][N:4]=2)=[CH:35][CH:36]=1)[C:23]1[CH:24]=[CH:25][CH:26]=[CH:27][CH:28]=1. The yield is 0.790. (3) The reactants are Cl[C:2]1[N:7]=[C:6]([N:8]([CH3:24])[CH:9]2[CH2:23][CH:12]3[CH2:13][N:14]([C:16]([O:18][C:19]([CH3:22])([CH3:21])[CH3:20])=[O:17])[CH2:15][CH:11]3[CH2:10]2)[C:5]([Cl:25])=[CH:4][N:3]=1.Cl.[CH3:27][N:28]1[CH:32]=[C:31]([NH2:33])[CH:30]=[N:29]1.CCN(C(C)C)C(C)C. The product is [Cl:25][C:5]1[C:6]([N:8]([CH3:24])[CH:9]2[CH2:23][CH:12]3[CH2:13][N:14]([C:16]([O:18][C:19]([CH3:21])([CH3:22])[CH3:20])=[O:17])[CH2:15][CH:11]3[CH2:10]2)=[N:7][C:2]([NH:33][C:31]2[CH:30]=[N:29][N:28]([CH3:27])[CH:32]=2)=[N:3][CH:4]=1. The yield is 0.801. The catalyst is CCCCO. (4) The reactants are [NH3:1].[Br:2][C:3]1[CH:12]=[C:11]2[C:6]([CH2:7][C:8]([CH3:21])([CH3:20])[CH2:9][C:10]32[C:16](=[O:17])[N:15]([CH3:18])[C:14](=S)[NH:13]3)=[CH:5][CH:4]=1. The catalyst is CO.ClCCl.O(C(C)(C)C)O. The product is [NH2:1][C:14]1[N:15]([CH3:18])[C:16](=[O:17])[C:10]2([N:13]=1)[C:11]1[C:6](=[CH:5][CH:4]=[C:3]([Br:2])[CH:12]=1)[CH2:7][C:8]([CH3:21])([CH3:20])[CH2:9]2. The yield is 1.00. (5) The reactants are [CH:1]1[C:13]2[CH2:12][C:11]3[C:6](=[CH:7][CH:8]=[CH:9][CH:10]=3)[C:5]=2[CH:4]=[CH:3][CH:2]=1.[Li]CCCC.Br[CH2:20][CH2:21][CH2:22][CH2:23][CH2:24][CH2:25][CH2:26][CH2:27][CH2:28][CH2:29][CH2:30][CH2:31][CH2:32][CH2:33][CH2:34][CH2:35][CH2:36][CH3:37]. The catalyst is C1CCCCC1. The product is [CH2:37]([CH:12]1[C:11]2[CH:10]=[CH:9][CH:8]=[CH:7][C:6]=2[C:5]2[C:13]1=[CH:1][CH:2]=[CH:3][CH:4]=2)[CH2:36][CH2:35][CH2:34][CH2:33][CH2:32][CH2:31][CH2:30][CH2:29][CH2:28][CH2:27][CH2:26][CH2:25][CH2:24][CH2:23][CH2:22][CH2:21][CH3:20]. The yield is 0.880. (6) The reactants are C([O:8][C:9]1[CH:10]=[N:11][C:12]2[C:17]([C:18]=1[CH2:19][OH:20])=[N:16][C:15]([O:21][CH3:22])=[CH:14][CH:13]=2)C1C=CC=CC=1. The catalyst is [Pd].CO. The product is [OH:20][CH2:19][C:18]1[C:17]2[C:12](=[CH:13][CH:14]=[C:15]([O:21][CH3:22])[N:16]=2)[N:11]=[CH:10][C:9]=1[OH:8]. The yield is 0.810. (7) The reactants are [F:1][C:2]([F:12])([F:11])[O:3][C:4]1[CH:10]=[CH:9][C:7]([NH2:8])=[CH:6][CH:5]=1.P(=O)(O)(O)O.[N+]([O-])(O)=O.[N:22]([O-])=O.[Na+].C([O-])(=O)C.[K+].[C:31]([CH2:34][C:35](=[O:37])[CH3:36])(=[O:33])[CH3:32]. The catalyst is O.C(O)C. The product is [F:1][C:2]([F:11])([F:12])[O:3][C:4]1[CH:10]=[CH:9][C:7]([NH:8][N:22]=[C:34]([C:35](=[O:37])[CH3:36])[C:31](=[O:33])[CH3:32])=[CH:6][CH:5]=1. The yield is 0.880. (8) The reactants are [CH2:1]([O:3][C:4]1[CH:5]=[C:6]([CH:12]=[CH:13][C:14]=1[O:15][CH2:16][CH3:17])[C:7]([O:9][CH2:10][CH3:11])=[O:8])[CH3:2].[N+:18]([O-])([OH:20])=[O:19]. The catalyst is CC(O)=O. The product is [CH2:16]([O:15][C:14]1[C:4]([O:3][CH2:1][CH3:2])=[CH:5][C:6]([C:7]([O:9][CH2:10][CH3:11])=[O:8])=[C:12]([N+:18]([O-:20])=[O:19])[CH:13]=1)[CH3:17]. The yield is 0.940. (9) The catalyst is C(O)C. The product is [F:1][C:2]([F:15])([F:16])[C:3]1[CH:4]=[CH:5][C:6]([CH2:7][CH:8]([C:11]#[N:12])[C:9]#[N:10])=[CH:13][CH:14]=1. The reactants are [F:1][C:2]([F:16])([F:15])[C:3]1[CH:14]=[CH:13][C:6]([CH:7]=[C:8]([C:11]#[N:12])[C:9]#[N:10])=[CH:5][CH:4]=1.[BH4-].[Na+].Cl. The yield is 0.510.